This data is from NCI-60 drug combinations with 297,098 pairs across 59 cell lines. The task is: Regression. Given two drug SMILES strings and cell line genomic features, predict the synergy score measuring deviation from expected non-interaction effect. (1) Synergy scores: CSS=-18.8, Synergy_ZIP=4.05, Synergy_Bliss=-9.03, Synergy_Loewe=-22.9, Synergy_HSA=-22.3. Cell line: HL-60(TB). Drug 1: CCCS(=O)(=O)NC1=C(C(=C(C=C1)F)C(=O)C2=CNC3=C2C=C(C=N3)C4=CC=C(C=C4)Cl)F. Drug 2: CC1=CC2C(CCC3(C2CCC3(C(=O)C)OC(=O)C)C)C4(C1=CC(=O)CC4)C. (2) Drug 1: COC1=CC(=CC(=C1O)OC)C2C3C(COC3=O)C(C4=CC5=C(C=C24)OCO5)OC6C(C(C7C(O6)COC(O7)C8=CC=CS8)O)O. Drug 2: CC(C)(C#N)C1=CC(=CC(=C1)CN2C=NC=N2)C(C)(C)C#N. Cell line: SF-539. Synergy scores: CSS=37.8, Synergy_ZIP=-2.64, Synergy_Bliss=-5.45, Synergy_Loewe=-6.69, Synergy_HSA=-3.18. (3) Drug 1: CC1=C(N=C(N=C1N)C(CC(=O)N)NCC(C(=O)N)N)C(=O)NC(C(C2=CN=CN2)OC3C(C(C(C(O3)CO)O)O)OC4C(C(C(C(O4)CO)O)OC(=O)N)O)C(=O)NC(C)C(C(C)C(=O)NC(C(C)O)C(=O)NCCC5=NC(=CS5)C6=NC(=CS6)C(=O)NCCC[S+](C)C)O. Drug 2: C(CC(=O)O)C(=O)CN.Cl. Cell line: ACHN. Synergy scores: CSS=61.7, Synergy_ZIP=-2.02, Synergy_Bliss=-1.72, Synergy_Loewe=-38.1, Synergy_HSA=0.178.